This data is from NCI-60 drug combinations with 297,098 pairs across 59 cell lines. The task is: Regression. Given two drug SMILES strings and cell line genomic features, predict the synergy score measuring deviation from expected non-interaction effect. (1) Drug 1: C1=CC(=CC=C1CCCC(=O)O)N(CCCl)CCCl. Drug 2: CC(C1=C(C=CC(=C1Cl)F)Cl)OC2=C(N=CC(=C2)C3=CN(N=C3)C4CCNCC4)N. Cell line: HCC-2998. Synergy scores: CSS=-2.80, Synergy_ZIP=-6.34, Synergy_Bliss=-13.6, Synergy_Loewe=-12.5, Synergy_HSA=-12.1. (2) Drug 1: CC1=C(C=C(C=C1)NC(=O)C2=CC=C(C=C2)CN3CCN(CC3)C)NC4=NC=CC(=N4)C5=CN=CC=C5. Drug 2: C(CCl)NC(=O)N(CCCl)N=O. Cell line: OVCAR-5. Synergy scores: CSS=-3.43, Synergy_ZIP=4.99, Synergy_Bliss=9.89, Synergy_Loewe=3.20, Synergy_HSA=3.69.